From a dataset of Forward reaction prediction with 1.9M reactions from USPTO patents (1976-2016). Predict the product of the given reaction. Given the reactants [Cl-].O[NH3+:3].[C:4](=[O:7])([O-])[OH:5].[Na+].CS(C)=O.[CH2:13]([C:17]1[N:22]2[N:23]=[C:24]([CH3:26])[N:25]=[C:21]2[N:20]([CH:27]2[CH2:32][CH2:31][O:30][CH2:29][CH2:28]2)[C:19](=[O:33])[C:18]=1[CH2:34][C:35]1[CH:40]=[CH:39][C:38]([C:41]2[C:42]([C:47]#[N:48])=[CH:43][CH:44]=[CH:45][CH:46]=2)=[CH:37][CH:36]=1)[CH2:14][CH2:15][CH3:16], predict the reaction product. The product is: [CH2:13]([C:17]1[N:22]2[N:23]=[C:24]([CH3:26])[N:25]=[C:21]2[N:20]([CH:27]2[CH2:28][CH2:29][O:30][CH2:31][CH2:32]2)[C:19](=[O:33])[C:18]=1[CH2:34][C:35]1[CH:36]=[CH:37][C:38]([C:41]2[CH:46]=[CH:45][CH:44]=[CH:43][C:42]=2[C:47]2[NH:3][C:4](=[O:7])[O:5][N:48]=2)=[CH:39][CH:40]=1)[CH2:14][CH2:15][CH3:16].